Dataset: Reaction yield outcomes from USPTO patents with 853,638 reactions. Task: Predict the reaction yield, written as a fraction of the theoretical maximum amount of product (1.0 means a 100% yield; for example, 0.34 means a 34% yield). (1) The reactants are Br[C:2]1[C:3]([F:23])=[C:4]([N:8]2[CH:13]=[C:12]([O:14][CH3:15])[C:11](=[O:16])[C:10]([C:17]([N:19]([O:21][CH3:22])[CH3:20])=[O:18])=[N:9]2)[CH:5]=[CH:6][CH:7]=1.[CH3:24][N:25]1[CH:29]=[C:28](B2OC(C)(C)C(C)(C)O2)[CH:27]=[N:26]1.C([O-])([O-])=O.[Na+].[Na+]. The catalyst is COCCOC.O.C1C=CC([P]([Pd]([P](C2C=CC=CC=2)(C2C=CC=CC=2)C2C=CC=CC=2)([P](C2C=CC=CC=2)(C2C=CC=CC=2)C2C=CC=CC=2)[P](C2C=CC=CC=2)(C2C=CC=CC=2)C2C=CC=CC=2)(C2C=CC=CC=2)C2C=CC=CC=2)=CC=1. The product is [F:23][C:3]1[C:2]([C:28]2[CH:27]=[N:26][N:25]([CH3:24])[CH:29]=2)=[CH:7][CH:6]=[CH:5][C:4]=1[N:8]1[CH:13]=[C:12]([O:14][CH3:15])[C:11](=[O:16])[C:10]([C:17]([N:19]([O:21][CH3:22])[CH3:20])=[O:18])=[N:9]1. The yield is 0.690. (2) The reactants are C([C:4]1[CH:16]=[CH:15][C:7]([O:8][CH2:9][C:10]([O:12][CH2:13][CH3:14])=[O:11])=[C:6]([CH3:17])[CH:5]=1)(=O)C.C1C=C(Cl)C=[C:20]([C:25]([O:27]O)=[O:26])C=1. The catalyst is ClCCl. The product is [C:25]([O:27][C:4]1[CH:16]=[CH:15][C:7]([O:8][CH2:9][C:10]([O:12][CH2:13][CH3:14])=[O:11])=[C:6]([CH3:17])[CH:5]=1)(=[O:26])[CH3:20]. The yield is 0.720.